From a dataset of Full USPTO retrosynthesis dataset with 1.9M reactions from patents (1976-2016). Predict the reactants needed to synthesize the given product. (1) Given the product [C:1]([N:4]1[CH:10]([CH3:11])[CH2:9][C:8]2[CH:12]=[CH:13][C:14]([Cl:16])=[CH:15][C:7]=2[C:6]([C:17]2[CH:22]=[CH:21][C:20]([NH2:23])=[C:19]([CH3:26])[CH:18]=2)=[N:5]1)(=[O:3])[CH3:2], predict the reactants needed to synthesize it. The reactants are: [C:1]([N:4]1[CH:10]([CH3:11])[CH2:9][C:8]2[CH:12]=[CH:13][C:14]([Cl:16])=[CH:15][C:7]=2[C:6]([C:17]2[CH:22]=[CH:21][C:20]([N+:23]([O-])=O)=[C:19]([CH3:26])[CH:18]=2)=[N:5]1)(=[O:3])[CH3:2].O.NN. (2) Given the product [Cl:18][C:3]1[N:2]=[N:1][C:6]2[C:7]3[CH:15]=[CH:14][CH:13]=[CH:12][C:8]=3[CH2:9][CH2:10][CH2:11][C:5]=2[CH:4]=1, predict the reactants needed to synthesize it. The reactants are: [N:1]1[NH:2][C:3](=O)[CH:4]=[C:5]2[CH2:11][CH2:10][CH2:9][C:8]3[CH:12]=[CH:13][CH:14]=[CH:15][C:7]=3[C:6]=12.O(Cl)[Cl:18].[P+3].